Dataset: Peptide-MHC class II binding affinity with 134,281 pairs from IEDB. Task: Regression. Given a peptide amino acid sequence and an MHC pseudo amino acid sequence, predict their binding affinity value. This is MHC class II binding data. (1) The binding affinity (normalized) is 0.157. The MHC is DRB1_0802 with pseudo-sequence DRB1_0802. The peptide sequence is IGYGKATLECQVQTA. (2) The peptide sequence is MYLGTCKTLTPLMSS. The MHC is HLA-DQA10501-DQB10201 with pseudo-sequence HLA-DQA10501-DQB10201. The binding affinity (normalized) is 0. (3) The peptide sequence is IIFSKNLNIKLNMPL. The MHC is DRB3_0101 with pseudo-sequence DRB3_0101. The binding affinity (normalized) is 0.462.